This data is from Tyrosyl-DNA phosphodiesterase HTS with 341,365 compounds. The task is: Binary Classification. Given a drug SMILES string, predict its activity (active/inactive) in a high-throughput screening assay against a specified biological target. (1) The drug is O(Cc1c(onc1C)C)c1c(C(=O)Nc2ccc(cc2)C(=O)N)cccc1. The result is 0 (inactive). (2) The result is 0 (inactive). The drug is O(c1nc2n(c(=O)c1/C=C(\c1[nH]c3c(n1)cccc3)C#N)cccc2C)c1cc(cc(c1)C)C. (3) The compound is Clc1c(OCC(O)Cn2c3c(n(c(=O)[nH]c3=O)C)nc2n2nc(cc2C)C)ccc(Cl)c1. The result is 0 (inactive). (4) The molecule is Clc1ccc(S(=O)(=O)c2nnn3c4c(scc4)c(N4CCN(CC4)C)nc23)cc1. The result is 0 (inactive). (5) The drug is S(CC(=O)NNC(=O)C(NC(=O)c1c(NC(=O)c2ccccc2)cccc1)CC)c1oc2c(n1)cccc2. The result is 0 (inactive).